Task: Predict the product of the given reaction.. Dataset: Forward reaction prediction with 1.9M reactions from USPTO patents (1976-2016) (1) The product is: [CH2:58]([N:13]([C@@H:11]1[CH2:12][N:8]([C:6]([O:5][C:1]([CH3:4])([CH3:2])[CH3:3])=[O:7])[C@H:9]([C:22]([N:24]2[CH2:28][CH2:27][S:26][CH2:25]2)=[O:23])[CH2:10]1)[C:14]1[CH:19]=[CH:18][C:17]([C:20]#[N:21])=[CH:16][N:15]=1)[C:59]1[CH:64]=[CH:63][CH:62]=[CH:61][CH:60]=1. Given the reactants [C:1]([O:5][C:6]([N:8]1[CH2:12][C@@H:11]([NH:13][C:14]2[CH:19]=[CH:18][C:17]([C:20]#[N:21])=[CH:16][N:15]=2)[CH2:10][C@H:9]1[C:22]([N:24]1[CH2:28][CH2:27][S:26][CH2:25]1)=[O:23])=[O:7])([CH3:4])([CH3:3])[CH3:2].Cl.Cl.C(C1C=CC(N[C@@H]2CN[C@H](C(N3CCSC3)=O)C2)=NC=1)#N.CC(C)([O-])C.[K+].[CH2:58](Br)[C:59]1[CH:64]=[CH:63][CH:62]=[CH:61][CH:60]=1.C(O)(=O)CC(CC(O)=O)(C(O)=O)O, predict the reaction product. (2) Given the reactants [CH:1]1([C:10]([OH:12])=[O:11])[CH2:6][CH2:5][CH:4]([C:7]([OH:9])=[O:8])[CH2:3][CH2:2]1.O1CCC[CH2:14]1.CO.C[Si](C=[N+]=[N-])(C)C, predict the reaction product. The product is: [CH3:14][O:8][C:7]([CH:4]1[CH2:3][CH2:2][CH:1]([C:10]([OH:12])=[O:11])[CH2:6][CH2:5]1)=[O:9]. (3) Given the reactants Cl[C:2]1[N:7]=[C:6]([NH2:8])[CH:5]=[N:4][CH:3]=1.CC1(C)C(C)(C)OB([C:17]2[CH:18]=[N:19][C:20]([N:23]3[CH2:27][CH2:26][CH2:25][C@H:24]3[C:28]([F:31])([F:30])[F:29])=[N:21][CH:22]=2)O1.O1CCOCC1.C(=O)([O-])[O-].[Na+].[Na+], predict the reaction product. The product is: [F:31][C:28]([F:29])([F:30])[C@@H:24]1[CH2:25][CH2:26][CH2:27][N:23]1[C:20]1[N:19]=[CH:18][C:17]([C:2]2[N:7]=[C:6]([NH2:8])[CH:5]=[N:4][CH:3]=2)=[CH:22][N:21]=1. (4) Given the reactants [CH3:1][O:2][C:3](=[O:15])[C:4](=O)[CH:5](Cl)[C:6]1[CH:7]=[C:8]([CH3:12])[CH:9]=[CH:10][CH:11]=1.[NH2:16][C:17]([NH2:19])=[S:18], predict the reaction product. The product is: [CH3:1][O:2][C:3]([C:4]1[N:16]=[C:17]([NH2:19])[S:18][C:5]=1[C:6]1[CH:7]=[C:8]([CH3:12])[CH:9]=[CH:10][CH:11]=1)=[O:15]. (5) Given the reactants I[CH:2]([CH3:4])[CH3:3].[CH2:5]([O:9][C:10]1[N:18]=[C:17]2[C:13]([N:14]=[C:15]([O:26]C)[N:16]2[CH2:19][CH:20]2[CH2:25][CH2:24][CH2:23][NH:22][CH2:21]2)=[C:12]([NH2:28])[N:11]=1)[CH2:6][CH2:7][CH3:8].CCN(C(C)C)C(C)C.CS(C)=O, predict the reaction product. The product is: [NH2:28][C:12]1[N:11]=[C:10]([O:9][CH2:5][CH2:6][CH2:7][CH3:8])[N:18]=[C:17]2[C:13]=1[NH:14][C:15](=[O:26])[N:16]2[CH2:19][CH:20]1[CH2:25][CH2:24][CH2:23][N:22]([CH:2]([CH3:4])[CH3:3])[CH2:21]1. (6) Given the reactants C[O:2][C:3](=[O:32])[CH:4]([C:9]1[CH:14]=[C:13]([C:15]2[CH:20]=[CH:19][C:18]([C:21]([F:24])([F:23])[F:22])=[CH:17][CH:16]=2)[N:12]=[C:11]([C:25]2[CH:30]=[CH:29][C:28]([F:31])=[CH:27][CH:26]=2)[CH:10]=1)[CH2:5][CH:6]([CH3:8])[CH3:7].C(O)(=O)CC(CC(O)=O)(C(O)=O)O, predict the reaction product. The product is: [F:31][C:28]1[CH:27]=[CH:26][C:25]([C:11]2[CH:10]=[C:9]([CH:4]([CH2:5][CH:6]([CH3:8])[CH3:7])[C:3]([OH:32])=[O:2])[CH:14]=[C:13]([C:15]3[CH:16]=[CH:17][C:18]([C:21]([F:24])([F:22])[F:23])=[CH:19][CH:20]=3)[N:12]=2)=[CH:30][CH:29]=1.